This data is from Full USPTO retrosynthesis dataset with 1.9M reactions from patents (1976-2016). The task is: Predict the reactants needed to synthesize the given product. (1) Given the product [Cl:1][C:2]1[N:3]=[C:4]([C:9]([NH:11][C:12]2[CH:30]=[CH:29][C:15]3[N:16]([C:20](=[O:28])[CH2:21][CH2:22][C:23]([OH:25])=[O:24])[CH2:17][CH2:18][O:19][C:14]=3[CH:13]=2)=[O:10])[NH:5][C:6]=1[CH2:7][CH3:8], predict the reactants needed to synthesize it. The reactants are: [Cl:1][C:2]1[N:3]=[C:4]([C:9]([NH:11][C:12]2[CH:30]=[CH:29][C:15]3[N:16]([C:20](=[O:28])[CH2:21][CH2:22][C:23]([O:25]CC)=[O:24])[CH2:17][CH2:18][O:19][C:14]=3[CH:13]=2)=[O:10])[NH:5][C:6]=1[CH2:7][CH3:8].[OH-].[Li+]. (2) Given the product [C:27]([O:26][C:25]([NH:24][C:10]1[CH:11]=[CH:12][C:13]([C:36]2[CH2:35][N:34]([C:49]([O:51][C:52]([CH3:54])([CH3:53])[CH3:55])=[O:50])[C:33](=[O:32])[CH:37]=2)=[CH:14][C:9]=1[O:8][CH3:7])=[O:31])([CH3:28])([CH3:29])[CH3:30], predict the reactants needed to synthesize it. The reactants are: C(=O)([O-])[O-].[Cs+].[Cs+].[CH3:7][O:8][C:9]1[CH:14]=[C:13](B2OC(C)(C)C(C)(C)O2)[CH:12]=[CH:11][C:10]=1[NH:24][C:25](=[O:31])[O:26][C:27]([CH3:30])([CH3:29])[CH3:28].[O:32]=[C:33]1[CH:37]=[C:36](OS(C2C=CC(C)=CC=2)(=O)=O)[CH2:35][N:34]1[C:49]([O:51][C:52]([CH3:55])([CH3:54])[CH3:53])=[O:50]. (3) Given the product [Cl:1][C:2]1[CH:7]=[CH:6][CH:5]=[CH:4][C:3]=1[C:8]1[CH:19]=[C:18]2[C:14]([CH:15]=[C:16]([CH2:25][OH:26])[N:17]2[CH2:20][CH2:21][CH2:22][O:23][CH3:24])=[C:13]2[C:9]=1[C:10](=[O:28])[NH:11][C:12]2=[O:27], predict the reactants needed to synthesize it. The reactants are: [Cl:1][C:2]1[CH:7]=[CH:6][CH:5]=[CH:4][C:3]=1[C:8]1[CH:19]=[C:18]2[C:14]([CH:15]=[C:16]([CH:25]=[O:26])[N:17]2[CH2:20][CH2:21][CH2:22][O:23][CH3:24])=[C:13]2[C:9]=1[C:10](=[O:28])[NH:11][C:12]2=[O:27].S(C)C.